Dataset: Reaction yield outcomes from USPTO patents with 853,638 reactions. Task: Predict the reaction yield, written as a fraction of the theoretical maximum amount of product (1.0 means a 100% yield; for example, 0.34 means a 34% yield). (1) The reactants are [C:1]1([S:7]([N:10]2[C:14]3=[N:15][CH:16]=[C:17]([F:19])[CH:18]=[C:13]3[CH:12]=[C:11]2[C:20]([C:27]2[CH:32]=[CH:31][C:30]([C:33](=[O:35])[CH3:34])=[CH:29][CH:28]=2)=[CH:21][CH:22]2[CH2:26][CH2:25][CH2:24][CH2:23]2)(=[O:9])=[O:8])[CH:6]=[CH:5][CH:4]=[CH:3][CH:2]=1.[CH3:36][Mg]Cl. The catalyst is O1CCCC1.[Cl-].[Na+].O. The product is [C:1]1([S:7]([N:10]2[C:14]3=[N:15][CH:16]=[C:17]([F:19])[CH:18]=[C:13]3[CH:12]=[C:11]2[C:20]([C:27]2[CH:28]=[CH:29][C:30]([C:33]([OH:35])([CH3:36])[CH3:34])=[CH:31][CH:32]=2)=[CH:21][CH:22]2[CH2:26][CH2:25][CH2:24][CH2:23]2)(=[O:9])=[O:8])[CH:2]=[CH:3][CH:4]=[CH:5][CH:6]=1. The yield is 1.00. (2) The reactants are [Br:1][C:2]1[CH:3]=[C:4]([CH:6]=[CH:7][C:8]=1[CH3:9])N.[OH:10]S(O)(=O)=O.N([O-])=O.[Na+]. The catalyst is O. The product is [Br:1][C:2]1[CH:3]=[C:4]([OH:10])[CH:6]=[CH:7][C:8]=1[CH3:9]. The yield is 0.340. (3) The reactants are C(OC(=O)[NH:7][C@H:8]([C:19](=[S:21])[NH2:20])[CH2:9][C:10]1[CH:15]=[CH:14][C:13]([N+:16]([O-:18])=[O:17])=[CH:12][CH:11]=1)(C)(C)C.Br[CH2:24][C:25](=O)[CH2:26][CH3:27].C(OCC)C. The catalyst is CC#N. The product is [CH2:26]([C:25]1[N:20]=[C:19]([C@@H:8]([NH2:7])[CH2:9][C:10]2[CH:11]=[CH:12][C:13]([N+:16]([O-:18])=[O:17])=[CH:14][CH:15]=2)[S:21][CH:24]=1)[CH3:27]. The yield is 0.900. (4) The reactants are [F:1][C:2]1[CH:3]=[C:4]([CH:8]=[CH:9][CH:10]=1)[C:5]([OH:7])=[O:6].[N+:11]([O-])([OH:13])=[O:12]. The catalyst is OS(O)(=O)=O. The product is [F:1][C:2]1[CH:10]=[CH:9][C:8]([N+:11]([O-:13])=[O:12])=[C:4]([CH:3]=1)[C:5]([OH:7])=[O:6]. The yield is 0.920. (5) The reactants are [BH4-].[Li+].Cl[Si](C)(C)C.[CH:8]1([C:11]2[N:16]=[C:15]([N:17]([CH3:19])[CH3:18])[C:14](/[CH:20]=[CH:21]/[N+:22]([O-])=O)=[CH:13][CH:12]=2)[CH2:10][CH2:9]1. The catalyst is C1COCC1. The product is [NH2:22][CH2:21][CH2:20][C:14]1[C:15]([N:17]([CH3:18])[CH3:19])=[N:16][C:11]([CH:8]2[CH2:9][CH2:10]2)=[CH:12][CH:13]=1. The yield is 0.988. (6) The product is [O:1]1[CH2:6][CH2:5][CH:4]([C:7]([O:9][C:21]2[CH:28]=[CH:27][C:24]([CH:25]=[O:26])=[CH:23][CH:22]=2)=[O:8])[CH2:3][CH2:2]1. The catalyst is C(Cl)Cl.O. The yield is 0.870. The reactants are [O:1]1[CH2:6][CH2:5][CH:4]([C:7]([OH:9])=[O:8])[CH2:3][CH2:2]1.S(Cl)(Cl)=O.N1C=CC=CC=1.O[C:21]1[CH:28]=[CH:27][C:24]([CH:25]=[O:26])=[CH:23][CH:22]=1. (7) The reactants are [CH:1]1[CH:6]=[CH:5][C:4]([CH2:7]Br)=[CH:3][CH:2]=1.C([O-])([O-])=O.[K+].[K+].[OH:15][C:16]1[CH:21]=[CH:20][C:19]([CH2:22][CH2:23][CH2:24][C:25]([O:27][CH3:28])=[O:26])=[CH:18][CH:17]=1.O. The catalyst is CC#N. The product is [CH2:7]([O:15][C:16]1[CH:17]=[CH:18][C:19]([CH2:22][CH2:23][CH2:24][C:25]([O:27][CH3:28])=[O:26])=[CH:20][CH:21]=1)[C:4]1[CH:5]=[CH:6][CH:1]=[CH:2][CH:3]=1. The yield is 0.990.